This data is from Forward reaction prediction with 1.9M reactions from USPTO patents (1976-2016). The task is: Predict the product of the given reaction. (1) Given the reactants [CH2:1]([CH2:3][NH2:4])[OH:2].[C:5](OC=C)(=[O:23])[CH2:6][CH2:7][CH2:8][CH2:9][CH2:10][CH2:11][CH2:12][CH2:13][CH2:14][CH2:15][CH2:16][CH2:17][CH2:18][CH2:19][CH2:20][CH2:21][CH3:22].C[O-].[Na+], predict the reaction product. The product is: [C:5]([NH:4][CH2:3][CH2:1][OH:2])(=[O:23])[CH2:6][CH2:7][CH2:8][CH2:9][CH2:10][CH2:11][CH2:12][CH2:13][CH2:14][CH2:15][CH2:16][CH2:17][CH2:18][CH2:19][CH2:20][CH2:21][CH3:22]. (2) The product is: [C:1]([O:5][C:6]([N:8]([CH2:22][C:23]#[C:24][C:26]1[S:27][CH:28]=[CH:29][CH:30]=1)[CH2:9][CH2:10][N:11]([CH:19]([CH3:21])[CH3:20])[C:12](=[O:18])[C:13]([O:15][CH2:16][CH3:17])=[O:14])=[O:7])([CH3:2])([CH3:3])[CH3:4]. Given the reactants [C:1]([O:5][C:6]([N:8]([CH2:22][C:23]#[CH:24])[CH2:9][CH2:10][N:11]([CH:19]([CH3:21])[CH3:20])[C:12](=[O:18])[C:13]([O:15][CH2:16][CH3:17])=[O:14])=[O:7])([CH3:4])([CH3:3])[CH3:2].I[C:26]1[S:27][CH:28]=[CH:29][CH:30]=1.N1CCCCC1, predict the reaction product. (3) Given the reactants [CH3:1][O:2][C:3]1[CH:8]=[C:7]([O:9][CH3:10])[N:6]=[C:5]([O:11][CH:12]([C:17]([O:30][CH3:31])([C:24]2[CH:29]=[CH:28][CH:27]=[CH:26][CH:25]=2)[C:18]2[CH:23]=[CH:22][CH:21]=[CH:20][CH:19]=2)[C:13]([O:15]C)=[O:14])[N:4]=1.[OH-].[K+], predict the reaction product. The product is: [CH3:10][O:9][C:7]1[CH:8]=[C:3]([O:2][CH3:1])[N:4]=[C:5]([O:11][CH:12]([C:17]([O:30][CH3:31])([C:24]2[CH:29]=[CH:28][CH:27]=[CH:26][CH:25]=2)[C:18]2[CH:19]=[CH:20][CH:21]=[CH:22][CH:23]=2)[C:13]([OH:15])=[O:14])[N:6]=1. (4) Given the reactants Cl[C:2]1[N:7]=[CH:6][C:5]([C:8]2[CH:17]=[C:16]3[C:11]([CH:12]=[C:13]([NH:18][C:19]([CH:21]4[CH2:23][CH2:22]4)=[O:20])[N:14]=[CH:15]3)=[CH:10][CH:9]=2)=[C:4]([CH3:24])[C:3]=1[F:25].C(O)C.C(=O)(O)[O-].[Na+], predict the reaction product. The product is: [F:25][C:3]1[C:4]([CH3:24])=[C:5]([C:8]2[CH:17]=[C:16]3[C:11]([CH:12]=[C:13]([NH:18][C:19]([CH:21]4[CH2:22][CH2:23]4)=[O:20])[N:14]=[CH:15]3)=[CH:10][CH:9]=2)[CH:6]=[N:7][CH:2]=1. (5) Given the reactants BrC1C2C(=NN(C3C=CN=CC=3)N=2)C(Br)=CC=1.Br[C:19]1[C:27]2[C:23](=[N:24][N:25]([C:28]3[CH:33]=[CH:32][C:31]([N+:34]([O-:36])=[O:35])=[CH:30][CH:29]=3)[N:26]=2)[C:22](Br)=[CH:21][CH:20]=1, predict the reaction product. The product is: [N+:34]([C:31]1[CH:32]=[CH:33][C:28]([N:25]2[N:26]=[C:27]3[CH:19]=[CH:20][CH:21]=[CH:22][C:23]3=[N:24]2)=[CH:29][CH:30]=1)([O-:36])=[O:35]. (6) Given the reactants Cl.Cl.[N:3]1[CH:8]=[CH:7][CH:6]=[C:5]([NH:9][C:10]([N:12]2[CH2:17][CH2:16][NH:15][CH2:14][CH2:13]2)=[O:11])[CH:4]=1.[CH:18]1[CH:19]=[CH:20][C:21]2N(O)N=N[C:22]=2[CH:23]=1.CCN=[C:31]=[N:32][CH2:33][CH2:34][CH2:35]N(C)C.[OH-].[Na+].[C:41]([OH:46])(=[O:45])[C:42]([OH:44])=[O:43].CN([CH:50]=[O:51])C, predict the reaction product. The product is: [C:41]([OH:46])(=[O:45])[C:42]([OH:44])=[O:43].[CH:22]1([CH2:50][O:51][C:34]2[CH:35]=[C:42]([C:41]([N:15]3[CH2:14][CH2:13][N:12]([C:10]([NH:9][C:5]4[CH:4]=[N:3][CH:8]=[CH:7][CH:6]=4)=[O:11])[CH2:17][CH2:16]3)=[O:46])[CH:31]=[N:32][CH:33]=2)[CH2:21][CH2:20][CH2:19][CH2:18][CH2:23]1. (7) Given the reactants [CH3:1][C:2]1[CH:3]=[CH:4][C:5]2[O:9][C:8](=[O:10])[NH:7][C:6]=2[CH:11]=1.[C:12](=O)([O-])[O-].[K+].[K+].CI, predict the reaction product. The product is: [CH3:12][N:7]1[C:6]2[CH:11]=[C:2]([CH3:1])[CH:3]=[CH:4][C:5]=2[O:9][C:8]1=[O:10]. (8) Given the reactants [Cl:1][C:2]1[C:11]2[C:6](=[CH:7][CH:8]=[C:9]([C:12]([OH:30])([C:24]3[N:28]([CH3:29])[N:27]=[N:26][CH:25]=3)[CH:13]3[CH2:16][N:15](C(OC(C)(C)C)=O)[CH2:14]3)[CH:10]=2)[N:5]=[C:4]([CH2:31][CH3:32])[C:3]=1[O:33][CH2:34][CH:35]1[CH2:37][CH2:36]1.C(O)(C(F)(F)F)=O, predict the reaction product. The product is: [NH:15]1[CH2:16][CH:13]([C:12]([C:9]2[CH:10]=[C:11]3[C:6](=[CH:7][CH:8]=2)[N:5]=[C:4]([CH2:31][CH3:32])[C:3]([O:33][CH2:34][CH:35]2[CH2:37][CH2:36]2)=[C:2]3[Cl:1])([C:24]2[N:28]([CH3:29])[N:27]=[N:26][CH:25]=2)[OH:30])[CH2:14]1.